Dataset: Reaction yield outcomes from USPTO patents with 853,638 reactions. Task: Predict the reaction yield, written as a fraction of the theoretical maximum amount of product (1.0 means a 100% yield; for example, 0.34 means a 34% yield). The reactants are [F:1][C:2]1[CH:7]=[C:6]([F:8])[CH:5]=[CH:4][C:3]=1[SH:9].F[C:11]1[CH:16]=[CH:15][CH:14]=[CH:13][C:12]=1[N+:17]([O-:19])=[O:18].[F:20][C:21]1[CH:26]=[C:25]([F:27])[CH:24]=[CH:23][C:22]=1[S:28][C:29]1[CH:35]=[CH:34][CH:33]=[CH:32][C:30]=1[NH2:31].[NH2:36][C:37]1SC=[CH:40][N:41]=1. No catalyst specified. The product is [F:1][C:2]1[CH:7]=[C:6]([F:8])[CH:5]=[CH:4][C:3]=1[S:9][C:11]1[CH:16]=[CH:15][CH:14]=[CH:13][C:12]=1[N+:17]([O-:19])=[O:18].[F:20][C:21]1[CH:26]=[C:25]([F:27])[CH:24]=[CH:23][C:22]=1[S:28][C:29]1[CH:35]=[CH:34][CH:33]=[CH:32][C:30]=1[NH:31][C:40]([NH:41][C:37]1[S:9][CH:3]=[CH:2][N:36]=1)=[O:18]. The yield is 0.780.